From a dataset of Peptide-MHC class II binding affinity with 134,281 pairs from IEDB. Regression. Given a peptide amino acid sequence and an MHC pseudo amino acid sequence, predict their binding affinity value. This is MHC class II binding data. (1) The peptide sequence is THIFAEVLKDAIKDL. The MHC is HLA-DQA10501-DQB10301 with pseudo-sequence HLA-DQA10501-DQB10301. The binding affinity (normalized) is 0.328. (2) The binding affinity (normalized) is 0. The peptide sequence is QWHKEGSSIGKLFTQ. The MHC is HLA-DQA10103-DQB10603 with pseudo-sequence HLA-DQA10103-DQB10603.